Dataset: Forward reaction prediction with 1.9M reactions from USPTO patents (1976-2016). Task: Predict the product of the given reaction. (1) Given the reactants [NH:1]([C:9]([O:11][CH2:12][C:13]1[CH:18]=[CH:17][CH:16]=[CH:15][CH:14]=1)=[O:10])[C@H:2]([C:6]([OH:8])=O)[CH:3]([CH3:5])[CH3:4].CN1CCOCC1.ClC(O[CH2:30][CH:31]([CH3:33])[CH3:32])=O.[NH2:34][C@H:35]([C:40]([OH:42])=[O:41])[CH2:36][C:37](=[O:39])[OH:38], predict the reaction product. The product is: [NH:1]([C:9]([O:11][CH2:12][C:13]1[CH:18]=[CH:17][CH:16]=[CH:15][CH:14]=1)=[O:10])[C@H:2]([C:6]([NH:34][C@H:35]([C:40]([OH:42])=[O:41])[CH2:36][C:37](=[O:38])[O:39][C:31]([CH3:33])([CH3:32])[CH3:30])=[O:8])[CH:3]([CH3:4])[CH3:5]. (2) Given the reactants [Cl:1][C:2]1[C:3]([C:10]2[CH:15]=[CH:14][CH:13]=[C:12]([F:16])[CH:11]=2)=[CH:4][C:5]([CH2:8][OH:9])=[N:6][CH:7]=1, predict the reaction product. The product is: [Cl:1][C:2]1[C:3]([C:10]2[CH:15]=[CH:14][CH:13]=[C:12]([F:16])[CH:11]=2)=[CH:4][C:5]([CH:8]=[O:9])=[N:6][CH:7]=1. (3) Given the reactants [Cl:1][C:2]1[CH:18]=[C:17]([N+:19]([O-:21])=[O:20])[CH:16]=[CH:15][C:3]=1[O:4][C:5]1[CH:6]=[C:7]([CH:12]=[CH:13][CH:14]=1)[C:8]([O:10]C)=[O:9].[OH-].[Na+], predict the reaction product. The product is: [Cl:1][C:2]1[CH:18]=[C:17]([N+:19]([O-:21])=[O:20])[CH:16]=[CH:15][C:3]=1[O:4][C:5]1[CH:6]=[C:7]([CH:12]=[CH:13][CH:14]=1)[C:8]([OH:10])=[O:9]. (4) The product is: [CH3:34][O:2][C:1]([C:4]1[CH:33]=[CH:32][C:7]2=[N:8][N:9]([C:11]3[CH:16]=[C:15]([C:17]([CH3:18])([CH3:19])[CH3:20])[CH:14]=[C:13]([C:21]([C:24]4[CH:25]=[CH:26][C:27]([Cl:30])=[CH:28][CH:29]=4)([CH3:23])[CH3:22])[C:12]=3[OH:31])[N:10]=[C:6]2[CH:5]=1)=[O:3]. Given the reactants [C:1]([C:4]1[CH:33]=[CH:32][C:7]2=[N:8][N:9]([C:11]3[CH:16]=[C:15]([C:17]([CH3:20])([CH3:19])[CH3:18])[CH:14]=[C:13]([C:21]([C:24]4[CH:29]=[CH:28][C:27]([Cl:30])=[CH:26][CH:25]=4)([CH3:23])[CH3:22])[C:12]=3[OH:31])[N:10]=[C:6]2[CH:5]=1)([OH:3])=[O:2].[C:34]1(C)C=CC=CC=1.CO.S(=O)(=O)(O)O, predict the reaction product. (5) Given the reactants [CH:1]1([CH2:4][N:5]([CH2:19][CH:20]2[CH2:22][CH2:21]2)[C:6]2[C:15]3[C:10](=[CH:11][CH:12]=[C:13]([CH3:16])[CH:14]=3)[N:9]=[CH:8][C:7]=2[CH:17]=O)[CH2:3][CH2:2]1.[F:23][C:24]([F:38])([F:37])[C:25]1[CH:26]=[C:27]([CH:30]=[C:31]([C:33]([F:36])([F:35])[F:34])[CH:32]=1)[CH2:28][NH2:29].C(O)(=O)C.[BH4-].[Na+], predict the reaction product. The product is: [F:23][C:24]([F:37])([F:38])[C:25]1[CH:26]=[C:27]([CH:30]=[C:31]([C:33]([F:36])([F:34])[F:35])[CH:32]=1)[CH2:28][NH:29][CH2:17][C:7]1[CH:8]=[N:9][C:10]2[C:15]([C:6]=1[N:5]([CH2:19][CH:20]1[CH2:22][CH2:21]1)[CH2:4][CH:1]1[CH2:3][CH2:2]1)=[CH:14][C:13]([CH3:16])=[CH:12][CH:11]=2.